From a dataset of Forward reaction prediction with 1.9M reactions from USPTO patents (1976-2016). Predict the product of the given reaction. (1) Given the reactants [CH2:1]([NH2:5])[CH:2]([CH3:4])[CH3:3].C(N(CC)CC)C.Br[CH2:14][C:15]([OH:17])=[O:16].[C:18](O[C:18]([O:20][C:21]([CH3:24])([CH3:23])[CH3:22])=[O:19])([O:20][C:21]([CH3:24])([CH3:23])[CH3:22])=[O:19].[OH-].[Na+], predict the reaction product. The product is: [C:21]([O:20][C:18]([N:5]([CH2:1][CH:2]([CH3:4])[CH3:3])[CH2:14][C:15]([OH:17])=[O:16])=[O:19])([CH3:24])([CH3:23])[CH3:22]. (2) The product is: [C:1]([C:5]1[CH:9]=[C:8]([CH2:10][NH:11][C:12](=[O:18])[O:13][C:14]([CH3:17])([CH3:16])[CH3:15])[N:7]([C:23]2[CH:24]=[CH:25][C:20]([F:19])=[CH:21][CH:22]=2)[N:6]=1)([CH3:4])([CH3:2])[CH3:3]. Given the reactants [C:1]([C:5]1[CH:9]=[C:8]([CH2:10][NH:11][C:12](=[O:18])[O:13][C:14]([CH3:17])([CH3:16])[CH3:15])[NH:7][N:6]=1)([CH3:4])([CH3:3])[CH3:2].[F:19][C:20]1[CH:25]=[CH:24][C:23](B(O)O)=[CH:22][CH:21]=1.N1C=CC=CC=1, predict the reaction product. (3) Given the reactants [Cl:1][C:2]1[CH:3]=[C:4]([NH:17][C:18]2[N:19]=[CH:20][N:21]=[C:22]3[S:39][C:25]4[C:26]5[C:30]([CH2:31][CH2:32][C:24]=4[C:23]=23)=[N:29][N:28]([CH:33]2[CH2:38][CH2:37][NH:36][CH2:35][CH2:34]2)[CH:27]=5)[CH:5]=[CH:6][C:7]=1[O:8][CH2:9][C:10]1[CH:15]=[CH:14][CH:13]=[C:12]([F:16])[CH:11]=1.[CH3:40][C:41]([CH3:43])=O.C(O[BH-](OC(=O)C)OC(=O)C)(=O)C.[Na+].C(O)(=O)C, predict the reaction product. The product is: [Cl:1][C:2]1[CH:3]=[C:4]([NH:17][C:18]2[N:19]=[CH:20][N:21]=[C:22]3[S:39][C:25]4[C:26]5[C:30]([CH2:31][CH2:32][C:24]=4[C:23]=23)=[N:29][N:28]([CH:33]2[CH2:38][CH2:37][N:36]([CH:41]([CH3:43])[CH3:40])[CH2:35][CH2:34]2)[CH:27]=5)[CH:5]=[CH:6][C:7]=1[O:8][CH2:9][C:10]1[CH:15]=[CH:14][CH:13]=[C:12]([F:16])[CH:11]=1. (4) The product is: [F:19][C:20]1[CH:25]=[C:24]([F:26])[CH:23]=[CH:22][C:21]=1[S:27]([NH:9][C:8]1[C:3]([O:2][CH3:1])=[N:4][CH:5]=[C:6]([B:10]2[O:14][C:13]([CH3:16])([CH3:15])[C:12]([CH3:18])([CH3:17])[O:11]2)[CH:7]=1)(=[O:29])=[O:28]. Given the reactants [CH3:1][O:2][C:3]1[C:8]([NH2:9])=[CH:7][C:6]([B:10]2[O:14][C:13]([CH3:16])([CH3:15])[C:12]([CH3:18])([CH3:17])[O:11]2)=[CH:5][N:4]=1.[F:19][C:20]1[CH:25]=[C:24]([F:26])[CH:23]=[CH:22][C:21]=1[S:27](Cl)(=[O:29])=[O:28], predict the reaction product. (5) The product is: [F:13][C:14]1[CH:19]=[C:18]([O:20][CH3:21])[CH:17]=[C:16]([F:22])[C:15]=1[C:2]1[N:7]=[C:6]([C:8]([O:10][CH3:11])=[O:9])[CH:5]=[CH:4][C:3]=1[F:12]. Given the reactants Br[C:2]1[N:7]=[C:6]([C:8]([O:10][CH3:11])=[O:9])[CH:5]=[CH:4][C:3]=1[F:12].[F:13][C:14]1[CH:19]=[C:18]([O:20][CH3:21])[CH:17]=[C:16]([F:22])[C:15]=1B(O)O.[F-].[K+].P(C(C)(C)C)(C(C)(C)C)C(C)(C)C.C1(C)C=CC=CC=1, predict the reaction product. (6) Given the reactants [Br:1][C:2]1[C:7]2[O:8][CH2:9][CH2:10][C:11]3[CH:15]=[C:14]([C:16]([OH:18])=O)[S:13][C:12]=3[C:6]=2[CH:5]=[CH:4][CH:3]=1.[Cl:19][C:20]1[CH:27]=[CH:26][CH:25]=[CH:24][C:21]=1[NH:22][CH3:23], predict the reaction product. The product is: [Br:1][C:2]1[C:7]2[O:8][CH2:9][CH2:10][C:11]3[CH:15]=[C:14]([C:16]([N:22]([C:21]4[CH:24]=[CH:25][CH:26]=[CH:27][C:20]=4[Cl:19])[CH3:23])=[O:18])[S:13][C:12]=3[C:6]=2[CH:5]=[CH:4][CH:3]=1.